From a dataset of Catalyst prediction with 721,799 reactions and 888 catalyst types from USPTO. Predict which catalyst facilitates the given reaction. (1) Reactant: Cl[C:2]1[N:7]=[C:6]([NH2:8])[CH:5]=[N:4][CH:3]=1.[N:9]1[CH:14]=[CH:13][CH:12]=[C:11](B(O)O)[CH:10]=1.C(=O)([O-])[O-].[Cs+].[Cs+]. Product: [N:9]1[CH:14]=[CH:13][CH:12]=[C:11]([C:2]2[N:7]=[C:6]([NH2:8])[CH:5]=[N:4][CH:3]=2)[CH:10]=1. The catalyst class is: 12. (2) Reactant: [OH-].[Na+].[CH2:3]([O:5][C:6](=[O:13])[CH:7]1[CH2:12][CH2:11][CH2:10][NH:9][CH2:8]1)[CH3:4].[CH3:14][C:15]([O:18][C:19](O[C:19]([O:18][C:15]([CH3:17])([CH3:16])[CH3:14])=[O:20])=[O:20])([CH3:17])[CH3:16].CCOC(C)=O. Product: [CH2:3]([O:5][C:6]([CH:7]1[CH2:12][CH2:11][CH2:10][N:9]([C:19]([O:18][C:15]([CH3:17])([CH3:16])[CH3:14])=[O:20])[CH2:8]1)=[O:13])[CH3:4]. The catalyst class is: 30. (3) Reactant: [CH3:1][C:2]([O:4][CH2:5][C:6]1[CH2:23][S:22][C@@H:9]2[C@H:10]([NH:13][C:14]([CH2:16][C:17]3[S:21][CH:20]=[CH:19][CH:18]=3)=[O:15])[C:11](=[O:12])[N:8]2[C:7]=1[C:24]([O-:26])=[O:25])=[O:3].[Na+].[N+:28]([C:31]1[CH:38]=[CH:37][C:34]([CH2:35]Br)=[CH:33][CH:32]=1)([O-:30])=[O:29]. Product: [C:2]([O:4][CH2:5][C:6]1[CH2:23][S:22][C@@H:9]2[CH:10]([NH:13][C:14](=[O:15])[CH2:16][C:17]3[S:21][CH:20]=[CH:19][CH:18]=3)[C:11](=[O:12])[N:8]2[C:7]=1[C:24]([O:26][CH2:35][C:34]1[CH:37]=[CH:38][C:31]([N+:28]([O-:30])=[O:29])=[CH:32][CH:33]=1)=[O:25])(=[O:3])[CH3:1]. The catalyst class is: 3. (4) Reactant: C[O:2][C:3](=[O:23])[CH2:4][CH2:5][N:6]1[C:11]2[CH:12]=[C:13]([N+:16]([O-:18])=[O:17])[CH:14]=[CH:15][C:10]=2[O:9][CH:8]([CH:19]([CH3:21])[CH3:20])[C:7]1=[O:22].[OH-].[Na+]. Product: [CH:19]([CH:8]1[C:7](=[O:22])[N:6]([CH2:5][CH2:4][C:3]([OH:23])=[O:2])[C:11]2[CH:12]=[C:13]([N+:16]([O-:18])=[O:17])[CH:14]=[CH:15][C:10]=2[O:9]1)([CH3:21])[CH3:20]. The catalyst class is: 5. (5) Reactant: C(#N)C([CH2:4][C:5]#[N:6])O.[H-].[Na+].[N:10]1([C:16]2[CH:27]=[C:20]3[C:21]([O:23][C:24](=O)[NH:25][C:19]3=[CH:18][CH:17]=2)=O)[CH2:15][CH2:14][O:13][CH2:12][CH2:11]1.C[N:29](C)C=O. Product: [NH2:29][C:24]1[C:4]([C:5]#[N:6])=[C:21]([OH:23])[C:20]2[C:19](=[CH:18][CH:17]=[C:16]([N:10]3[CH2:11][CH2:12][O:13][CH2:14][CH2:15]3)[CH:27]=2)[N:25]=1. The catalyst class is: 6. (6) Reactant: [CH3:1][C:2]1[O:3][C:4]2[C:9]([C:10](=[O:12])[CH:11]=1)=[CH:8][CH:7]=[CH:6][C:5]=2[CH:13]=O.[CH3:15][C:16](=O)[CH2:17][C:18](=[O:20])[CH3:19].[NH2:22]/[C:23](/[CH3:29])=[CH:24]\[C:25]([O:27][CH3:28])=[O:26].C(O)(=O)C. Product: [C:18]([C:17]1[CH:13]([C:5]2[CH:6]=[CH:7][CH:8]=[C:9]3[C:4]=2[O:3][C:2]([CH3:1])=[CH:11][C:10]3=[O:12])[C:24]([C:25]([O:27][CH3:28])=[O:26])=[C:23]([CH3:29])[NH:22][C:16]=1[CH3:15])(=[O:20])[CH3:19]. The catalyst class is: 41. (7) Reactant: F[C:2]1[C:9]([F:10])=[CH:8][CH:7]=[C:6]([F:11])[C:3]=1[C:4]#[N:5].[OH-].[NH4+:13]. Product: [NH2:13][C:2]1[C:9]([F:10])=[CH:8][CH:7]=[C:6]([F:11])[C:3]=1[C:4]#[N:5]. The catalyst class is: 10.